This data is from Forward reaction prediction with 1.9M reactions from USPTO patents (1976-2016). The task is: Predict the product of the given reaction. (1) Given the reactants [CH:1]([C:3]1[C:11]2[C:6](=[CH:7][CH:8]=[CH:9][CH:10]=2)[N:5]([CH3:12])[CH:4]=1)=[O:2].[NH2:13][C:14]1[CH:19]=[CH:18][C:17]([CH2:20][C:21]([O:23][CH3:24])=[O:22])=[C:16]([F:25])[C:15]=1O.C(O)(=O)C.C(O)(=O)C.IC1C=CC=CC=1, predict the reaction product. The product is: [F:25][C:16]1[C:15]2[O:2][C:1]([C:3]3[C:11]4[C:6](=[CH:7][CH:8]=[CH:9][CH:10]=4)[N:5]([CH3:12])[CH:4]=3)=[N:13][C:14]=2[CH:19]=[CH:18][C:17]=1[CH2:20][C:21]([O:23][CH3:24])=[O:22]. (2) Given the reactants [F:1][C:2]1[CH:7]=[CH:6][C:5]([C@@H:8]2[NH:13][C:12]([NH:14][C:15](=[O:23])[NH:16][C:17]3[CH:22]=[CH:21][CH:20]=[CH:19][CH:18]=3)=[C:11]([C:24]([O:26]CC)=O)[CH2:10][CH2:9]2)=[CH:4][CH:3]=1.CC[O-].[Na+], predict the reaction product. The product is: [F:1][C:2]1[CH:3]=[CH:4][C:5]([C@@H:8]2[NH:13][C:12]3[NH:14][C:15](=[O:23])[N:16]([C:17]4[CH:18]=[CH:19][CH:20]=[CH:21][CH:22]=4)[C:24](=[O:26])[C:11]=3[CH2:10][CH2:9]2)=[CH:6][CH:7]=1.